From a dataset of Reaction yield outcomes from USPTO patents with 853,638 reactions. Predict the reaction yield, written as a fraction of the theoretical maximum amount of product (1.0 means a 100% yield; for example, 0.34 means a 34% yield). (1) The reactants are [I:1][C:2]1[CH:12]=[N:11][C:5]2[NH:6][CH2:7][C:8](=[O:10])[NH:9][C:4]=2[CH:3]=1.[CH2:13](Br)[C:14]1[CH:19]=[CH:18][CH:17]=[CH:16][CH:15]=1. No catalyst specified. The product is [CH2:13]([N:9]1[C:8](=[O:10])[CH2:7][NH:6][C:5]2[N:11]=[CH:12][C:2]([I:1])=[CH:3][C:4]1=2)[C:14]1[CH:19]=[CH:18][CH:17]=[CH:16][CH:15]=1. The yield is 0.380. (2) The reactants are [C:1]12([CH2:11][C:12](O)=[O:13])[CH2:10][CH:5]3[CH2:6][CH:7]([CH2:9][CH:3]([CH2:4]3)[CH2:2]1)[CH2:8]2.C(N(C(C)C)CC)(C)C.CN(C(ON1N=NC2C=CC=CC1=2)=[N+](C)C)C.[B-](F)(F)(F)F.C1C=CC2N(O)N=NC=2C=1.O[NH:57][C:58](=[NH:67])[CH2:59][C:60]1[CH:65]=[CH:64][C:63]([CH3:66])=[CH:62][CH:61]=1. The catalyst is CN(C=O)C. The product is [C:1]12([CH2:11][C:12]3[O:13][N:67]=[C:58]([CH2:59][C:60]4[CH:65]=[CH:64][C:63]([CH3:66])=[CH:62][CH:61]=4)[N:57]=3)[CH2:2][CH:3]3[CH2:9][CH:7]([CH2:6][CH:5]([CH2:4]3)[CH2:10]1)[CH2:8]2. The yield is 0.190.